This data is from Reaction yield outcomes from USPTO patents with 853,638 reactions. The task is: Predict the reaction yield, written as a fraction of the theoretical maximum amount of product (1.0 means a 100% yield; for example, 0.34 means a 34% yield). (1) The reactants are [Br:1][C:2]1[CH:7]=[C:6]([O:8][CH3:9])[CH:5]=[CH:4][C:3]=1[C:10](O)([CH3:12])[CH3:11].[CH:14]1[CH:19]=[C:18]2[CH:20]=[CH:21][O:22][C:17]2=[CH:16][CH:15]=1. The catalyst is O. The product is [Br:1][C:2]1[CH:7]=[C:6]([O:8][CH3:9])[CH:5]=[CH:4][C:3]=1[C:10]([C:21]1[O:22][C:17]2[CH:16]=[CH:15][CH:14]=[CH:19][C:18]=2[CH:20]=1)([CH3:12])[CH3:11]. The yield is 0.510. (2) The reactants are O=[C:2]1[C:10]2([CH2:19][CH2:18][C:17]3[C:12](=[CH:13][CH:14]=[CH:15][CH:16]=3)[CH2:11]2)[CH2:9][C:8]2[C:3]1=[CH:4][C:5]([C:20]1[CH:21]=[C:22]([CH:25]=[CH:26][CH:27]=1)[C:23]#[N:24])=[CH:6][CH:7]=2.[C:28](=[N:34][Si](C)(C)C)=[N:29][Si](C)(C)C. The catalyst is C(Cl)Cl.Cl[Ti](Cl)(Cl)Cl. The product is [C:23]([C:22]1[CH:21]=[C:20]([C:5]2[CH:4]=[C:3]3[C:8](=[CH:7][CH:6]=2)[CH2:9][C:10]2([CH2:19][CH2:18][C:17]4[C:12](=[CH:13][CH:14]=[CH:15][CH:16]=4)[CH2:11]2)/[C:2]/3=[N:34]/[C:28]#[N:29])[CH:27]=[CH:26][CH:25]=1)#[N:24]. The yield is 0.930. (3) The reactants are [Cl:1][C:2]1[CH:7]=[CH:6][C:5]([CH:8]([C:27]2[CH:32]=[CH:31][C:30]([Cl:33])=[CH:29][CH:28]=2)[N:9]2[CH2:14][CH2:13][N:12]([C:15]([O:17][CH:18]([C:23](OC)=[O:24])[C:19]([F:22])([F:21])[F:20])=[O:16])[CH2:11][CH2:10]2)=[CH:4][CH:3]=1.[CH3:34][NH2:35]. The catalyst is C1COCC1. The product is [Cl:1][C:2]1[CH:7]=[CH:6][C:5]([CH:8]([C:27]2[CH:28]=[CH:29][C:30]([Cl:33])=[CH:31][CH:32]=2)[N:9]2[CH2:14][CH2:13][N:12]([C:15]([O:17][CH:18]([C:23]([NH:35][CH3:34])=[O:24])[C:19]([F:20])([F:21])[F:22])=[O:16])[CH2:11][CH2:10]2)=[CH:4][CH:3]=1. The yield is 0.730. (4) The yield is 0.740. The product is [C:7]([O:11][C:12]([N:14]1[CH2:17][CH:16]([C:18]([N:1]2[CH2:5][CH2:4][C@@H:3]([OH:6])[CH2:2]2)=[O:19])[CH2:15]1)=[O:13])([CH3:10])([CH3:9])[CH3:8]. The reactants are [NH:1]1[CH2:5][CH2:4][C@@H:3]([OH:6])[CH2:2]1.[C:7]([O:11][C:12]([N:14]1[CH2:17][CH:16]([C:18](O)=[O:19])[CH2:15]1)=[O:13])([CH3:10])([CH3:9])[CH3:8].Cl.CN(C)CCCN=C=NCC. The catalyst is ClCCl. (5) The reactants are C(OC([N:11]1[CH2:15][CH:14]2[CH2:16][CH:17]([CH2:19][O:20][C:21]3[CH:30]=[C:29]4[C:24]([C:25]([O:31][C:32]5[CH:37]=[CH:36][C:35]([N+:38]([O-:40])=[O:39])=[CH:34][C:33]=5[F:41])=[CH:26][CH:27]=[N:28]4)=[CH:23][C:22]=3[O:42][CH3:43])[CH2:18][CH:13]2[CH2:12]1)=O)C1C=CC=CC=1.Br. The catalyst is C(O)(=O)C.CCOC(C)=O. The product is [F:41][C:33]1[CH:34]=[C:35]([N+:38]([O-:40])=[O:39])[CH:36]=[CH:37][C:32]=1[O:31][C:25]1[C:24]2[C:29](=[CH:30][C:21]([O:20][CH2:19][CH:17]3[CH2:18][CH:13]4[CH2:12][NH:11][CH2:15][CH:14]4[CH2:16]3)=[C:22]([O:42][CH3:43])[CH:23]=2)[N:28]=[CH:27][CH:26]=1. The yield is 0.950. (6) The reactants are [Br:1][C:2]1[CH:11]=[C:10]2[C:5]([CH2:6][CH2:7][CH2:8][NH:9]2)=[CH:4][CH:3]=1.[C:12]([O:16][C:17](O[C:17]([O:16][C:12]([CH3:15])([CH3:14])[CH3:13])=[O:18])=[O:18])([CH3:15])([CH3:14])[CH3:13]. No catalyst specified. The product is [Br:1][C:2]1[CH:11]=[C:10]2[C:5]([CH2:6][CH2:7][CH2:8][N:9]2[C:17]([O:16][C:12]([CH3:15])([CH3:14])[CH3:13])=[O:18])=[CH:4][CH:3]=1. The yield is 0.990. (7) The product is [F:33][C:34]([F:39])([F:38])[C:35]([OH:37])=[O:36].[CH2:31]([O:30][C:28](=[O:29])[CH:26]([O:25][P:16]([O:18][C:19]1[CH:24]=[CH:23][CH:22]=[CH:21][CH:20]=1)([CH2:15][CH2:14][N:11]1[CH2:12][CH2:13][NH:8][CH2:9][CH2:10]1)=[O:17])[CH3:27])[CH3:32]. The catalyst is C(Cl)Cl. The reactants are C(OC([N:8]1[CH2:13][CH2:12][N:11]([CH2:14][CH2:15][P:16]([O:25][CH:26]([C:28]([O:30][CH2:31][CH3:32])=[O:29])[CH3:27])([O:18][C:19]2[CH:24]=[CH:23][CH:22]=[CH:21][CH:20]=2)=[O:17])[CH2:10][CH2:9]1)=O)(C)(C)C.[F:33][C:34]([F:39])([F:38])[C:35]([OH:37])=[O:36]. The yield is 1.00. (8) The reactants are [C:1](Cl)(Cl)=[O:2].[C:5]([O:9][C:10](=[O:29])[NH:11][CH2:12][C@H:13]([OH:28])[CH2:14][NH:15][C:16]1[CH:17]=[C:18]2[C:22](=[CH:23][CH:24]=1)[N:21]([CH2:25][CH3:26])[C:20](=[O:27])[CH2:19]2)([CH3:8])([CH3:7])[CH3:6].C(N(C(C)C)CC)(C)C. The catalyst is ClCCl. The product is [C:5]([O:9][C:10](=[O:29])[NH:11][CH2:12][C@@H:13]1[O:28][C:1](=[O:2])[N:15]([C:16]2[CH:17]=[C:18]3[C:22](=[CH:23][CH:24]=2)[N:21]([CH2:25][CH3:26])[C:20](=[O:27])[CH2:19]3)[CH2:14]1)([CH3:6])([CH3:7])[CH3:8]. The yield is 0.750. (9) The reactants are Br[C:2]1[CH:3]=[C:4]([NH:10][C:11]2[CH:16]=[CH:15][C:14]([C:17]([N:19]3[CH2:24][CH2:23][O:22][CH2:21][CH2:20]3)=[O:18])=[CH:13][N:12]=2)[C:5](=[O:9])[N:6]([CH3:8])[CH:7]=1.[C:25]([O:28][CH2:29][C:30]1[C:35](B2OC(C)(C)C(C)(C)O2)=[CH:34][CH:33]=[CH:32][C:31]=1[N:45]1[CH2:57][CH2:56][N:48]2[C:49]3[CH2:50][CH2:51][CH2:52][CH2:53][C:54]=3[CH:55]=[C:47]2[C:46]1=[O:58])(=[O:27])[CH3:26]. No catalyst specified. The product is [C:25]([O:28][CH2:29][C:30]1[C:31]([N:45]2[CH2:57][CH2:56][N:48]3[C:49]4[CH2:50][CH2:51][CH2:52][CH2:53][C:54]=4[CH:55]=[C:47]3[C:46]2=[O:58])=[CH:32][CH:33]=[CH:34][C:35]=1[C:2]1[CH:3]=[C:4]([NH:10][C:11]2[CH:16]=[CH:15][C:14]([C:17]([N:19]3[CH2:24][CH2:23][O:22][CH2:21][CH2:20]3)=[O:18])=[CH:13][N:12]=2)[C:5](=[O:9])[N:6]([CH3:8])[CH:7]=1)(=[O:27])[CH3:26]. The yield is 0.270. (10) The reactants are C1(S([N:10]2[C:14]3[N:15]=[CH:16][N:17]=[C:18]([Cl:19])[C:13]=3[CH:12]=[C:11]2[C:20]2[CH:25]=[CH:24][CH:23]=[CH:22][CH:21]=2)(=O)=O)C=CC=CC=1.CO.[OH-].[Na+]. The catalyst is C1COCC1. The product is [Cl:19][C:18]1[C:13]2[CH:12]=[C:11]([C:20]3[CH:25]=[CH:24][CH:23]=[CH:22][CH:21]=3)[NH:10][C:14]=2[N:15]=[CH:16][N:17]=1. The yield is 0.760.